Dataset: Reaction yield outcomes from USPTO patents with 853,638 reactions. Task: Predict the reaction yield, written as a fraction of the theoretical maximum amount of product (1.0 means a 100% yield; for example, 0.34 means a 34% yield). (1) The reactants are C([Sn](CCCC)(CCCC)[C:6]1[N:10]([C:11]2[CH:18]=[CH:17][C:14]([C:15]#[N:16])=[CH:13][CH:12]=2)[N:9]=[N:8][CH:7]=1)CCC.[CH3:27][NH:28][C:29]([C:31]1[C:32](=[O:49])[N:33]([C:39]2[CH:44]=[CH:43][CH:42]=[C:41]([C:45]([F:48])([F:47])[F:46])[CH:40]=2)[C:34]([CH3:38])=[C:35](I)[CH:36]=1)=[O:30]. The catalyst is COCCOC. The product is [CH3:27][NH:28][C:29]([C:31]1[C:32](=[O:49])[N:33]([C:39]2[CH:44]=[CH:43][CH:42]=[C:41]([C:45]([F:48])([F:46])[F:47])[CH:40]=2)[C:34]([CH3:38])=[C:35]([C:6]2[N:10]([C:11]3[CH:12]=[CH:13][C:14]([C:15]#[N:16])=[CH:17][CH:18]=3)[N:9]=[N:8][CH:7]=2)[CH:36]=1)=[O:30]. The yield is 0.400. (2) The reactants are I[C:2]1[C:10]2[C:5](=[N:6][CH:7]=[C:8]([C:11]3[CH:12]=[C:13]([O:17]S(C4C=CC(C)=CC=4)(=O)=O)[CH:14]=[CH:15][CH:16]=3)[CH:9]=2)[N:4](S(C2C=CC(C)=CC=2)(=O)=O)[CH:3]=1.[O:38]1[CH:42]=[CH:41][C:40](B(O)O)=[CH:39]1.C(#N)C.C(=O)([O-])[O-].[Na+].[Na+]. The catalyst is O.CN(C=O)C.Cl[Pd-2](Cl)(P(C1C=CC=CC=1)(C1C=CC=CC=1)C1C=CC=CC=1)P(C1C=CC=CC=1)(C1C=CC=CC=1)C1C=CC=CC=1. The product is [O:38]1[CH:42]=[CH:41][C:40]([C:2]2[C:10]3[C:5](=[N:6][CH:7]=[C:8]([C:11]4[CH:12]=[C:13]([OH:17])[CH:14]=[CH:15][CH:16]=4)[CH:9]=3)[NH:4][CH:3]=2)=[CH:39]1. The yield is 0.560.